The task is: Regression. Given a peptide amino acid sequence and an MHC pseudo amino acid sequence, predict their binding affinity value. This is MHC class I binding data.. This data is from Peptide-MHC class I binding affinity with 185,985 pairs from IEDB/IMGT. The peptide sequence is EVRLATMLF. The MHC is HLA-A02:16 with pseudo-sequence HLA-A02:16. The binding affinity (normalized) is 0.0847.